Dataset: Catalyst prediction with 721,799 reactions and 888 catalyst types from USPTO. Task: Predict which catalyst facilitates the given reaction. (1) Reactant: [N+:1]([C:4]1[CH:5]=[C:6]([N:10]2[C:14](=[O:15])[N:13]([CH3:16])[N:12]=[N:11]2)[CH:7]=[CH:8][CH:9]=1)([O-])=O.C(OCC)(=O)C. Product: [NH2:1][C:4]1[CH:5]=[C:6]([N:10]2[C:14](=[O:15])[N:13]([CH3:16])[N:12]=[N:11]2)[CH:7]=[CH:8][CH:9]=1. The catalyst class is: 19. (2) Reactant: [C:1]1([B:7]([CH:9]([O:16][CH:17]([B:24]([C:26]2[CH:31]=[CH:30][CH:29]=[CH:28][CH:27]=2)[OH:25])[C:18]2[CH:23]=[CH:22][CH:21]=[CH:20][CH:19]=2)[C:10]2[CH:15]=[CH:14][CH:13]=[CH:12][CH:11]=2)[OH:8])[CH:6]=[CH:5][CH:4]=[CH:3][CH:2]=1.[N:32]1([CH2:38][CH2:39]O)[CH2:37][CH2:36][CH2:35][CH2:34][CH2:33]1. Product: [C:1]1([B:7]([CH:9]([O:16][CH:17]([B:24]([C:26]2[CH:27]=[CH:28][CH:29]=[CH:30][CH:31]=2)[O:25][CH2:39][CH2:38][N:32]2[CH2:37][CH2:36][CH2:35][CH2:34][CH2:33]2)[C:18]2[CH:19]=[CH:20][CH:21]=[CH:22][CH:23]=2)[C:10]2[CH:15]=[CH:14][CH:13]=[CH:12][CH:11]=2)[O:8][CH2:39][CH2:38][N:32]2[CH2:37][CH2:36][CH2:35][CH2:34][CH2:33]2)[CH:2]=[CH:3][CH:4]=[CH:5][CH:6]=1. The catalyst class is: 8. (3) Reactant: [F:1][C:2]1[CH:7]=[CH:6][C:5]([C:8]2[N:13]=[C:12]3[CH:14]=[C:15](CO)[N:16]([CH3:17])[C:11]3=[C:10]([C:20]3[CH:25]=[CH:24][C:23]([F:26])=[CH:22][CH:21]=3)[C:9]=2[C:27]2[CH:32]=[CH:31][N:30]=[CH:29][CH:28]=2)=[CH:4][CH:3]=1.CC([O-])(C)C.[K+].Cl.CCOC(C)=O. Product: [F:1][C:2]1[CH:3]=[CH:4][C:5]([C:8]2[N:13]=[C:12]3[CH:14]=[CH:15][N:16]([CH3:17])[C:11]3=[C:10]([C:20]3[CH:25]=[CH:24][C:23]([F:26])=[CH:22][CH:21]=3)[C:9]=2[C:27]2[CH:28]=[CH:29][N:30]=[CH:31][CH:32]=2)=[CH:6][CH:7]=1. The catalyst class is: 12.